This data is from Forward reaction prediction with 1.9M reactions from USPTO patents (1976-2016). The task is: Predict the product of the given reaction. The product is: [C:1]([N:4]1[C:12]2[C:7](=[CH:8][CH:9]=[C:10]([S:13]([NH:18][CH3:17])(=[O:15])=[O:14])[CH:11]=2)[CH2:6][CH2:5]1)(=[O:3])[CH3:2]. Given the reactants [C:1]([N:4]1[C:12]2[C:7](=[CH:8][CH:9]=[C:10]([S:13](Cl)(=[O:15])=[O:14])[CH:11]=2)[CH2:6][CH2:5]1)(=[O:3])[CH3:2].[CH3:17][NH2:18], predict the reaction product.